From a dataset of Catalyst prediction with 721,799 reactions and 888 catalyst types from USPTO. Predict which catalyst facilitates the given reaction. Reactant: [Cl:1][C:2]1[CH:7]=[CH:6][C:5]([C:8]2[N:12]=[C:11]([CH2:13][C:14](O)=[O:15])[N:10]([CH2:17][CH3:18])[N:9]=2)=[CH:4][CH:3]=1.CN(C=O)C.C(Cl)(=O)C([Cl:27])=O. Product: [Cl:1][C:2]1[CH:7]=[CH:6][C:5]([C:8]2[N:12]=[C:11]([CH2:13][C:14]([Cl:27])=[O:15])[N:10]([CH2:17][CH3:18])[N:9]=2)=[CH:4][CH:3]=1. The catalyst class is: 4.